Dataset: Full USPTO retrosynthesis dataset with 1.9M reactions from patents (1976-2016). Task: Predict the reactants needed to synthesize the given product. (1) Given the product [Cl:23][C:21]1[CH:22]=[C:15]([NH:14][C:28](=[O:29])[CH2:27][CH2:26][CH2:25][CH3:24])[CH:16]=[C:17]([C:18]#[N:19])[CH:20]=1, predict the reactants needed to synthesize it. The reactants are: C(C1C=C(NC(=O)CC)C=CC=1)#N.[NH2:14][C:15]1[CH:16]=[C:17]([CH:20]=[C:21]([Cl:23])[CH:22]=1)[C:18]#[N:19].[CH3:24][CH2:25][CH2:26][CH2:27][C:28](Cl)=[O:29]. (2) The reactants are: [NH2:1][C:2]1[CH:18]=[CH:17][CH:16]=[CH:15][C:3]=1[O:4][C:5]1[CH:6]=[C:7]([C:13]#[N:14])[C:8](=[CH:11][CH:12]=1)[C:9]#[N:10].[N+:19]([C:22]1[CH:23]=[C:24]([CH:28]=[CH:29][CH:30]=1)[C:25](Cl)=[O:26])([O-:21])=[O:20].C(N(CC)CC)C. Given the product [C:13]([C:7]1[CH:6]=[C:5]([CH:12]=[CH:11][C:8]=1[C:9]#[N:10])[O:4][C:3]1[CH:15]=[CH:16][CH:17]=[CH:18][C:2]=1[NH:1][C:25](=[O:26])[C:24]1[CH:28]=[CH:29][CH:30]=[C:22]([N+:19]([O-:21])=[O:20])[CH:23]=1)#[N:14], predict the reactants needed to synthesize it. (3) Given the product [O:4]1[C:8]2[CH:9]=[CH:10][CH:11]=[C:12]([N:13]3[CH2:18][CH2:17][N:16]([CH2:19][CH2:20][C@H:21]4[CH2:26][CH2:25][C@H:24]([NH:27][C:33]([C:29]5([CH3:28])[CH2:32][O:31][CH2:30]5)=[O:34])[CH2:23][CH2:22]4)[CH2:15][CH2:14]3)[C:7]=2[O:6][CH2:5]1, predict the reactants needed to synthesize it. The reactants are: Cl.Cl.Cl.[O:4]1[C:8]2[CH:9]=[CH:10][CH:11]=[C:12]([N:13]3[CH2:18][CH2:17][N:16]([CH2:19][CH2:20][C@H:21]4[CH2:26][CH2:25][C@H:24]([NH2:27])[CH2:23][CH2:22]4)[CH2:15][CH2:14]3)[C:7]=2[O:6][CH2:5]1.[CH3:28][C:29]1([C:33](O)=[O:34])[CH2:32][O:31][CH2:30]1. (4) Given the product [CH:5]([C:4]1[C:3]([O:10][CH3:11])=[C:2]([CH:9]=[CH:8][CH:7]=1)[O:1][CH2:13][C:14]([O:16][CH2:17][CH3:18])=[O:15])=[O:6], predict the reactants needed to synthesize it. The reactants are: [OH:1][C:2]1[C:3]([O:10][CH3:11])=[C:4]([CH:7]=[CH:8][CH:9]=1)[CH:5]=[O:6].Br[CH2:13][C:14]([O:16][CH2:17][CH3:18])=[O:15]. (5) The reactants are: [C:1]([C:3]1([NH:6][C:7](=[O:34])[C@H:8]([CH2:31][CH2:32][CH3:33])[NH:9][C@@H:10]([C:15]2[CH:20]=[CH:19][C:18](C3C=CC(S(C)(=O)=O)=CC=3)=[CH:17][CH:16]=2)[C:11]([F:14])([F:13])[F:12])CC1)#[N:2].NCC#N.[Br:39]C1C=CC([C@H](N[C@@H](CCC)C(O)=O)C(F)(F)F)=CC=1. Given the product [Br:39][C:18]1[CH:19]=[CH:20][C:15]([CH:10]([NH:9][C@H:8]([C:7]([NH:6][CH2:3][C:1]#[N:2])=[O:34])[CH2:31][CH2:32][CH3:33])[C:11]([F:14])([F:13])[F:12])=[CH:16][CH:17]=1, predict the reactants needed to synthesize it. (6) Given the product [NH:16]([C:2]([NH:16][C:17]1[CH:22]=[CH:21][CH:20]=[CH:19][CH:18]=1)=[CH:3][C:4]([C:6]1[C:7]([Cl:14])=[N:8][C:9]([CH3:13])=[CH:10][C:11]=1[Cl:12])=[O:5])[C:17]1[CH:22]=[CH:21][CH:20]=[CH:19][CH:18]=1, predict the reactants needed to synthesize it. The reactants are: Cl[C:2](Cl)=[CH:3][C:4]([C:6]1[C:7]([Cl:14])=[N:8][C:9]([CH3:13])=[CH:10][C:11]=1[Cl:12])=[O:5].[NH2:16][C:17]1[CH:22]=[CH:21][CH:20]=[CH:19][CH:18]=1. (7) The reactants are: C([O:3][C:4](=[O:18])[CH:5]=[C:6]([CH3:17])[CH:7]=[CH:8][C:9]1[CH:14]=[CH:13][C:12]([Cl:15])=[CH:11][C:10]=1[Cl:16])C.CO.[OH-].[Na+].Cl. Given the product [Cl:16][C:10]1[CH:11]=[C:12]([Cl:15])[CH:13]=[CH:14][C:9]=1[CH:8]=[CH:7][C:6]([CH3:17])=[CH:5][C:4]([OH:18])=[O:3], predict the reactants needed to synthesize it. (8) Given the product [F:24][C:2]([F:1])([F:23])[C:3]1[CH:8]=[C:7]([F:9])[CH:6]=[CH:5][C:4]=1[NH2:10], predict the reactants needed to synthesize it. The reactants are: [F:1][C:2]([F:24])([F:23])[C:3]1[CH:8]=[C:7]([F:9])[CH:6]=[CH:5][C:4]=1[N:10]=[N:10][C:4]1[CH:5]=[CH:6][C:7]([F:9])=[CH:8][C:3]=1[C:2]([F:24])([F:1])[F:23].[H][H]. (9) Given the product [CH3:30][O:29][CH2:28][CH2:27][O:26][CH2:25][CH2:24][N:7]1[C:8]([C:9]([O:11][CH3:12])=[O:10])=[C:4]([N+:1]([O-:3])=[O:2])[C:5]([C:13]([O:15][CH3:16])=[O:14])=[N:6]1, predict the reactants needed to synthesize it. The reactants are: [N+:1]([C:4]1[C:5]([C:13]([O:15][CH3:16])=[O:14])=[N:6][NH:7][C:8]=1[C:9]([O:11][CH3:12])=[O:10])([O-:3])=[O:2].C(=O)([O-])[O-].[K+].[K+].Br[CH2:24][CH2:25][O:26][CH2:27][CH2:28][O:29][CH3:30].